From a dataset of Forward reaction prediction with 1.9M reactions from USPTO patents (1976-2016). Predict the product of the given reaction. (1) Given the reactants COC[O:4][C:5]1[CH:6]=[C:7]([CH2:18][OH:19])[CH:8]=[C:9]([O:11][C:12]2[CH:17]=[CH:16][CH:15]=[CH:14][CH:13]=2)[CH:10]=1.Cl, predict the reaction product. The product is: [OH:19][CH2:18][C:7]1[CH:6]=[C:5]([OH:4])[CH:10]=[C:9]([O:11][C:12]2[CH:17]=[CH:16][CH:15]=[CH:14][CH:13]=2)[CH:8]=1. (2) Given the reactants [Cl:1][C:2]1[CH:3]=[C:4]([CH:14]=[CH:15][C:16]=1[Cl:17])[CH2:5][N:6]1[CH2:11][CH2:10][O:9][CH:8]([CH2:12][NH2:13])[CH2:7]1.[N:18]([C:21]1[CH:26]=[CH:25][C:24]([S:27][C:28]([F:31])([F:30])[F:29])=[CH:23][CH:22]=1)=[C:19]=[O:20], predict the reaction product. The product is: [Cl:1][C:2]1[CH:3]=[C:4]([CH:14]=[CH:15][C:16]=1[Cl:17])[CH2:5][N:6]1[CH2:11][CH2:10][O:9][CH:8]([CH2:12][NH:13][C:19]([NH:18][C:21]2[CH:26]=[CH:25][C:24]([S:27][C:28]([F:30])([F:29])[F:31])=[CH:23][CH:22]=2)=[O:20])[CH2:7]1. (3) Given the reactants F[C:2]1[CH:7]=[CH:6][CH:5]=[CH:4][C:3]=1[N+:8]([O-:10])=[O:9].[CH3:11][O:12][C:13]1[CH:19]=[CH:18][C:16]([NH2:17])=[CH:15][CH:14]=1, predict the reaction product. The product is: [CH3:11][O:12][C:13]1[CH:19]=[CH:18][C:16]([NH:17][C:2]2[CH:7]=[CH:6][CH:5]=[CH:4][C:3]=2[N+:8]([O-:10])=[O:9])=[CH:15][CH:14]=1. (4) Given the reactants Cl[C:2]1[N:3]=[CH:4][C:5]2[N:11]([CH2:12][CH3:13])[C:10](=[O:14])[C:9]([F:16])([F:15])[CH2:8][N:7]([CH:17]3[CH2:21][CH2:20][CH2:19][CH2:18]3)[C:6]=2[N:22]=1.[NH2:23][C:24]1[CH:38]=[CH:37][C:27]([C:28]([NH:30][CH:31]2[CH2:36][CH2:35][O:34][CH2:33][CH2:32]2)=[O:29])=[CH:26][CH:25]=1.O.C1(C)C=CC(S(O)(=O)=O)=CC=1, predict the reaction product. The product is: [CH:17]1([N:7]2[CH2:8][C:9]([F:16])([F:15])[C:10](=[O:14])[N:11]([CH2:12][CH3:13])[C:5]3[CH:4]=[N:3][C:2]([NH:23][C:24]4[CH:25]=[CH:26][C:27]([C:28]([NH:30][CH:31]5[CH2:36][CH2:35][O:34][CH2:33][CH2:32]5)=[O:29])=[CH:37][CH:38]=4)=[N:22][C:6]2=3)[CH2:21][CH2:20][CH2:19][CH2:18]1. (5) Given the reactants [OH:1][C@H:2]([C@@H:11]([NH:16][C:17](=[O:43])[O:18][C@@H:19]([C:24]1[O:25][C:26]([C:29]2[CH:34]=[C:33]([C:35]([F:38])([F:37])[F:36])[CH:32]=[C:31]([C:39]([F:42])([F:41])[F:40])[CH:30]=2)=[N:27][N:28]=1)[C:20]([CH3:23])([CH3:22])[CH3:21])[CH2:12][CH2:13][CH2:14][CH3:15])[C:3](=[O:10])[NH:4][C:5]1[NH:9][N:8]=[CH:7][CH:6]=1.CC(OI1(OC(C)=O)(OC(C)=O)OC(=O)C2C=CC=CC1=2)=O.S(S([O-])=O)([O-])(=O)=O.[Na+].[Na+].C(=O)(O)[O-].[Na+], predict the reaction product. The product is: [O:10]=[C:3]([NH:4][C:5]1[NH:9][N:8]=[CH:7][CH:6]=1)[C:2]([C@@H:11]([NH:16][C:17](=[O:43])[O:18][C@@H:19]([C:24]1[O:25][C:26]([C:29]2[CH:34]=[C:33]([C:35]([F:36])([F:37])[F:38])[CH:32]=[C:31]([C:39]([F:41])([F:42])[F:40])[CH:30]=2)=[N:27][N:28]=1)[C:20]([CH3:22])([CH3:23])[CH3:21])[CH2:12][CH2:13][CH2:14][CH3:15])=[O:1]. (6) Given the reactants [CH2:1]([N:5]1[C:9]([Cl:10])=[C:8]([Cl:11])[N:7]=[C:6]1[C:12]1[C:17]([CH3:18])=[CH:16][CH:15]=[CH:14][C:13]=1[CH3:19])[CH2:2][CH2:3][CH3:4].S(=O)(=O)(O)O.[OH-].[Na+].[N+:27]([O-])([OH:29])=[O:28], predict the reaction product. The product is: [CH2:1]([N:5]1[C:9]([Cl:10])=[C:8]([Cl:11])[N:7]=[C:6]1[C:12]1[C:17]([CH3:18])=[CH:16][CH:15]=[C:14]([N+:27]([O-:29])=[O:28])[C:13]=1[CH3:19])[CH2:2][CH2:3][CH3:4].